This data is from Reaction yield outcomes from USPTO patents with 853,638 reactions. The task is: Predict the reaction yield, written as a fraction of the theoretical maximum amount of product (1.0 means a 100% yield; for example, 0.34 means a 34% yield). (1) The reactants are [C:1]([C:3]1[CH:8]=[CH:7][C:6]([NH:9][C:10]2[O:14][C:13]([C:15]3[NH:19][C:18]4[CH:20]=[CH:21][C:22]([C@H:24]5[CH2:29][CH2:28][C@H:27]([CH2:30][C:31]([O:33]C)=[O:32])[CH2:26][CH2:25]5)=[CH:23][C:17]=4[N:16]=3)=[N:12][N:11]=2)=[CH:5][CH:4]=1)#[N:2].C[Si](C)(C)[O-].[K+]. The catalyst is C1COCC1. The product is [C:1]([C:3]1[CH:8]=[CH:7][C:6]([NH:9][C:10]2[O:14][C:13]([C:15]3[NH:19][C:18]4[CH:20]=[CH:21][C:22]([C@H:24]5[CH2:25][CH2:26][C@H:27]([CH2:30][C:31]([OH:33])=[O:32])[CH2:28][CH2:29]5)=[CH:23][C:17]=4[N:16]=3)=[N:12][N:11]=2)=[CH:5][CH:4]=1)#[N:2]. The yield is 0.940. (2) The reactants are [CH2:1]([O:3][C:4](=[O:11])[CH2:5][C:6]([CH:8]1[CH2:10][CH2:9]1)=[O:7])[CH3:2].[Cl-].[Mg+2].[Cl-].N1C=CC=CC=1.Cl.[C:22](Cl)(=[O:29])[C:23]1[CH:28]=[CH:27][N:26]=[CH:25][CH:24]=1. The product is [CH2:1]([O:3][C:4](=[O:11])[CH:5]([C:22]([C:23]1[CH:28]=[CH:27][N:26]=[CH:25][CH:24]=1)=[O:29])[C:6]([CH:8]1[CH2:10][CH2:9]1)=[O:7])[CH3:2]. The catalyst is C(Cl)Cl. The yield is 0.790. (3) The catalyst is C(Cl)Cl. The yield is 0.940. The reactants are [CH3:1][O:2][C:3]([C@H:5]1[CH2:10][N:9]([C:11]2[CH:16]=[CH:15][C:14]([C:17]([F:20])([F:19])[F:18])=[CH:13][N:12]=2)[CH2:8][CH2:7][N:6]1C(OC(C)(C)C)=O)=[O:4].C(O)(C(F)(F)F)=O.C(Cl)Cl. The product is [CH3:1][O:2][C:3]([C@H:5]1[CH2:10][N:9]([C:11]2[CH:16]=[CH:15][C:14]([C:17]([F:20])([F:18])[F:19])=[CH:13][N:12]=2)[CH2:8][CH2:7][NH:6]1)=[O:4]. (4) The reactants are [F:1][C:2]([F:15])([F:14])[CH2:3][O:4][C:5]1[CH:13]=[CH:12][C:8]([C:9]([OH:11])=O)=[CH:7][N:6]=1.[Cl:16][C:17]1[CH:24]=[C:23]([Cl:25])[CH:22]=[CH:21][C:18]=1[CH2:19][NH2:20].ON1C2C=CC=CC=2N=N1.Cl.C(N=C=NCCCN(C)C)C.C(N(C(C)C)CC)(C)C. The catalyst is CN(C=O)C.O. The product is [Cl:16][C:17]1[CH:24]=[C:23]([Cl:25])[CH:22]=[CH:21][C:18]=1[CH2:19][NH:20][C:9](=[O:11])[C:8]1[CH:12]=[CH:13][C:5]([O:4][CH2:3][C:2]([F:1])([F:15])[F:14])=[N:6][CH:7]=1. The yield is 0.560. (5) The reactants are [N+]([C:4]1[CH:9]=[CH:8][CH:7]=[CH:6][C:5]=1[C:10]#[N:11])([O-])=O.[CH2:12]([SH:19])[C:13]1[CH:18]=[CH:17][CH:16]=[CH:15][CH:14]=1.[OH-].[K+]. The catalyst is CN(C)C=O. The product is [CH2:12]([S:19][C:4]1[CH:9]=[CH:8][CH:7]=[CH:6][C:5]=1[C:10]#[N:11])[C:13]1[CH:18]=[CH:17][CH:16]=[CH:15][CH:14]=1. The yield is 0.800. (6) The yield is 0.573. The product is [CH3:1][C:2]1[CH:3]=[CH:4][C:5]([CH2:6][C:7]2[CH:11]=[C:10]([C:12]([O:14][CH2:15][CH3:16])=[O:13])[N:9]([CH2:26][CH2:27][CH3:28])[N:8]=2)=[CH:17][CH:18]=1. The reactants are [CH3:1][C:2]1[CH:18]=[CH:17][C:5]([CH2:6][C:7]2[CH:11]=[C:10]([C:12]([O:14][CH2:15][CH3:16])=[O:13])[NH:9][N:8]=2)=[CH:4][CH:3]=1.C(=O)([O-])[O-].[K+].[K+].I[CH2:26][CH2:27][CH3:28]. The catalyst is CN(C=O)C. (7) The reactants are [NH2:1][C:2]1[N:3]([CH3:24])[C:4](=[O:23])[C:5]2([C:15]3[C:10](=[CH:11][CH:12]=[C:13](Br)[CH:14]=3)[O:9][CH:8]([C:17]3[CH:22]=[CH:21][CH:20]=[CH:19][CH:18]=3)[CH2:7]2)[N:6]=1.[C:25]1(B(O)O)[CH:30]=[CH:29][CH:28]=[CH:27][CH:26]=1. The catalyst is O1CCOCC1.C([O-])([O-])=O.[Cs+].[Cs+].Cl[Pd](Cl)([P](C1C=CC=CC=1)(C1C=CC=CC=1)C1C=CC=CC=1)[P](C1C=CC=CC=1)(C1C=CC=CC=1)C1C=CC=CC=1. The product is [NH2:1][C:2]1[N:3]([CH3:24])[C:4](=[O:23])[C:5]2([C:15]3[C:10](=[CH:11][CH:12]=[C:13]([C:25]4[CH:30]=[CH:29][CH:28]=[CH:27][CH:26]=4)[CH:14]=3)[O:9][CH:8]([C:17]3[CH:22]=[CH:21][CH:20]=[CH:19][CH:18]=3)[CH2:7]2)[N:6]=1. The yield is 0.0500.